This data is from Full USPTO retrosynthesis dataset with 1.9M reactions from patents (1976-2016). The task is: Predict the reactants needed to synthesize the given product. (1) Given the product [CH2:1]1[C:9]2[C:4](=[CH:5][CH:6]=[CH:7][CH:8]=2)[CH2:3][CH:2]1[N:10]([CH2:18][C:19]1[CH:20]=[CH:21][C:22]([C:25]2[CH:30]=[CH:29][CH:28]=[C:27]([CH:31]3[O:32][CH:45]=[N:44][CH:43]3[S:40]([C:37]3[CH:38]=[CH:39][C:34]([CH3:33])=[CH:35][CH:36]=3)(=[O:42])=[O:41])[CH:26]=2)=[CH:23][CH:24]=1)[C:11](=[O:17])[O:12][C:13]([CH3:14])([CH3:15])[CH3:16], predict the reactants needed to synthesize it. The reactants are: [CH2:1]1[C:9]2[C:4](=[CH:5][CH:6]=[CH:7][CH:8]=2)[CH2:3][CH:2]1[N:10]([CH2:18][C:19]1[CH:24]=[CH:23][C:22]([C:25]2[CH:30]=[CH:29][CH:28]=[C:27]([CH:31]=[O:32])[CH:26]=2)=[CH:21][CH:20]=1)[C:11](=[O:17])[O:12][C:13]([CH3:16])([CH3:15])[CH3:14].[CH3:33][C:34]1[CH:39]=[CH:38][C:37]([S:40]([CH2:43][N+:44]#[C-:45])(=[O:42])=[O:41])=[CH:36][CH:35]=1.[C-]#N.[Na+]. (2) Given the product [CH3:1][O:2][C:3]1[CH:8]=[CH:7][C:6]([C:9]2[N:10]=[C:11]([C:22]3([CH3:28])[CH2:27][CH2:26][N:25]([C:33](=[O:39])[N:50]([OH:51])[CH3:49])[CH2:24][CH2:23]3)[O:12][C:13]=2[C:14]2[CH:19]=[CH:18][C:17]([O:20][CH3:21])=[CH:16][CH:15]=2)=[CH:5][CH:4]=1, predict the reactants needed to synthesize it. The reactants are: [CH3:1][O:2][C:3]1[CH:8]=[CH:7][C:6]([C:9]2[N:10]=[C:11]([C:22]3([CH3:28])[CH2:27][CH2:26][NH:25][CH2:24][CH2:23]3)[O:12][C:13]=2[C:14]2[CH:19]=[CH:18][C:17]([O:20][CH3:21])=[CH:16][CH:15]=2)=[CH:5][CH:4]=1.ClC(Cl)(O[C:33](=[O:39])OC(Cl)(Cl)Cl)Cl.C(N(CC)CC)C.Cl.[CH3:49][NH:50][OH:51]. (3) Given the product [C:1]([C:3]1[C:4]([N:22]2[CH2:23][CH2:24][CH:25]([C:28](=[O:29])[NH:42][S:39]([NH:38][C:35]3[CH:34]=[CH:33][C:32]([F:31])=[CH:37][CH:36]=3)(=[O:40])=[O:41])[CH2:26][CH2:27]2)=[N:5][C:6]([CH2:15][N:16]2[CH2:20][CH2:19][CH2:18][C:17]2=[O:21])=[C:7]([CH:8]=1)[C:9]([O:11][CH:12]([CH3:14])[CH3:13])=[O:10])#[N:2], predict the reactants needed to synthesize it. The reactants are: [C:1]([C:3]1[C:4]([N:22]2[CH2:27][CH2:26][CH:25]([C:28](O)=[O:29])[CH2:24][CH2:23]2)=[N:5][C:6]([CH2:15][N:16]2[CH2:20][CH2:19][CH2:18][C:17]2=[O:21])=[C:7]([C:9]([O:11][CH:12]([CH3:14])[CH3:13])=[O:10])[CH:8]=1)#[N:2].[F:31][C:32]1[CH:37]=[CH:36][C:35]([NH:38][S:39]([NH2:42])(=[O:41])=[O:40])=[CH:34][CH:33]=1. (4) The reactants are: [NH2:1][C:2]1[N:7]=[CH:6][N:5]=[C:4]([C:8]([C:10]2[C:18]3[CH:17]=[N:16][CH:15]=[N:14][C:13]=3[N:12]([CH:19]([CH3:21])[CH3:20])[CH:11]=2)=[O:9])[CH:3]=1.C[Si]([N-][Si](C)(C)C)(C)C.[Na+].[Cl:32][C:33]1[CH:38]=[CH:37][C:36]([CH2:39][C:40](Cl)=[O:41])=[CH:35][CH:34]=1. Given the product [Cl:32][C:33]1[CH:38]=[CH:37][C:36]([CH2:39][C:40]([NH:1][C:2]2[CH:3]=[C:4]([C:8]([C:10]3[C:18]4[CH:17]=[N:16][CH:15]=[N:14][C:13]=4[N:12]([CH:19]([CH3:21])[CH3:20])[CH:11]=3)=[O:9])[N:5]=[CH:6][N:7]=2)=[O:41])=[CH:35][CH:34]=1, predict the reactants needed to synthesize it. (5) Given the product [CH3:17][C:18]1([CH3:30])[C:22]([CH3:23])([CH3:24])[O:21][B:20]([C:25]2[CH:29]=[N:28][N:27]([CH2:2][CH2:3][CH2:4][N:5]3[CH2:10][CH2:9][O:8][CH2:7][CH2:6]3)[CH:26]=2)[O:19]1, predict the reactants needed to synthesize it. The reactants are: Cl[CH2:2][CH2:3][CH2:4][N:5]1[CH2:10][CH2:9][O:8][CH2:7][CH2:6]1.C([O-])([O-])=O.[Cs+].[Cs+].[CH3:17][C:18]1([CH3:30])[C:22]([CH3:24])([CH3:23])[O:21][B:20]([C:25]2[CH:26]=[N:27][NH:28][CH:29]=2)[O:19]1. (6) Given the product [NH2:15][CH:3]([CH2:4][C:5]1[CH:10]=[CH:9][C:8]([C:11]([F:14])([F:12])[F:13])=[CH:7][CH:6]=1)[CH:2]([C:23]1[CH:28]=[CH:27][N:26]=[CH:25][CH:24]=1)[OH:1], predict the reactants needed to synthesize it. The reactants are: [OH:1][CH:2]([C:23]1[CH:28]=[CH:27][N:26]=[CH:25][CH:24]=1)[CH:3]([NH:15]C(=O)OC(C)(C)C)[CH2:4][C:5]1[CH:10]=[CH:9][C:8]([C:11]([F:14])([F:13])[F:12])=[CH:7][CH:6]=1.FC(F)(F)C(O)=O.